Task: Predict the product of the given reaction.. Dataset: Forward reaction prediction with 1.9M reactions from USPTO patents (1976-2016) The product is: [CH2:7]([O:6][C:4](=[O:5])[NH:1][C:2]([N:9]1[CH2:14][CH2:13][O:12][CH2:11][CH2:10]1)=[S:3])[CH3:8]. Given the reactants [N:1]([C:4]([O:6][CH2:7][CH3:8])=[O:5])=[C:2]=[S:3].[NH:9]1[CH2:14][CH2:13][O:12][CH2:11][CH2:10]1, predict the reaction product.